Dataset: Forward reaction prediction with 1.9M reactions from USPTO patents (1976-2016). Task: Predict the product of the given reaction. (1) Given the reactants FC(F)(F)C([NH:5][CH2:6][CH2:7][CH2:8][C:9]1[CH:14]=[CH:13][CH:12]=[C:11]([C:15]#[C:16][C:17]([OH:24])([CH:21]([CH3:23])[CH3:22])[CH:18]([CH3:20])[CH3:19])[CH:10]=1)=O.C(Cl)Cl.N, predict the reaction product. The product is: [NH2:5][CH2:6][CH2:7][CH2:8][C:9]1[CH:10]=[C:11]([C:15]#[C:16][C:17]([CH:21]([CH3:23])[CH3:22])([OH:24])[CH:18]([CH3:20])[CH3:19])[CH:12]=[CH:13][CH:14]=1. (2) Given the reactants [C:12]([O:11][C:9](O[C:9]([O:11][C:12]([CH3:15])([CH3:14])[CH3:13])=[O:10])=[O:10])([CH3:15])([CH3:14])[CH3:13].[NH:16]1[CH2:21][CH2:20][CH:19]([C:22]([OH:24])=[O:23])[CH2:18][CH2:17]1.C(N(CC)CC)C.CN(C)CCN, predict the reaction product. The product is: [CH3:15][C:12]([CH3:13])([O:11][C:9]([N:16]1[CH2:21][CH2:20][CH:19]([C:22]([OH:24])=[O:23])[CH2:18][CH2:17]1)=[O:10])[CH3:14]. (3) The product is: [F:1][C:2]1[CH:3]=[C:4]([N:14]2[CH2:18][C@H:17]([CH2:19][S:30]([CH3:29])(=[O:32])=[O:31])[O:16][C:15]2=[O:21])[CH:5]=[CH:6][C:7]=1[N:8]1[CH:12]=[N:11][C:10]([CH3:13])=[N:9]1. Given the reactants [F:1][C:2]1[CH:3]=[C:4]([N:14]2[CH2:18][C@H:17]([CH2:19]O)[O:16][C:15]2=[O:21])[CH:5]=[CH:6][C:7]=1[N:8]1[CH:12]=[N:11][C:10]([CH3:13])=[N:9]1.C(N(CC)CC)C.[CH3:29][S:30](Cl)(=[O:32])=[O:31].N1C=CC=CC=1, predict the reaction product. (4) Given the reactants I[C:2]1[S:3][CH:4]=[CH:5][CH:6]=1.[CH2:7]([O:9][C:10]1[CH:15]=[CH:14][CH:13]=[CH:12][C:11]=1B(O)O)[CH3:8], predict the reaction product. The product is: [CH2:7]([O:9][C:10]1[CH:15]=[CH:14][CH:13]=[CH:12][C:11]=1[C:2]1[S:3][CH:4]=[CH:5][CH:6]=1)[CH3:8]. (5) Given the reactants COC[O:4][C:5](=[O:14])[C:6]([CH3:13])([CH3:12])[CH2:7][O:8][CH2:9][O:10][CH3:11].CO.[OH-].[Na+].Cl, predict the reaction product. The product is: [CH3:11][O:10][CH2:9][O:8][CH2:7][C:6]([CH3:13])([CH3:12])[C:5]([OH:14])=[O:4]. (6) Given the reactants Cl[C:2]1[N:3]=[C:4]([N:23]2[CH2:28][CH2:27][O:26][CH2:25][CH2:24]2)[C:5]2[S:10][C:9]([C:12]3[CH:13]=[C:14]([N:18]([CH3:22])[C:19](=[O:21])[CH3:20])[CH:15]=[CH:16][CH:17]=3)(I)[CH2:8][C:6]=2[N:7]=1.CC1(C)C(C)(C)OB([C:37]2[CH:45]=[CH:44][CH:43]=[C:42]3[C:38]=2[CH:39]=[N:40][NH:41]3)O1, predict the reaction product. The product is: [NH:41]1[C:42]2[C:38](=[C:37]([C:2]3[N:3]=[C:4]([N:23]4[CH2:28][CH2:27][O:26][CH2:25][CH2:24]4)[C:5]4[S:10][C:9]([C:12]5[CH:13]=[C:14]([N:18]([CH3:22])[C:19](=[O:21])[CH3:20])[CH:15]=[CH:16][CH:17]=5)=[CH:8][C:6]=4[N:7]=3)[CH:45]=[CH:44][CH:43]=2)[CH:39]=[N:40]1.